This data is from Reaction yield outcomes from USPTO patents with 853,638 reactions. The task is: Predict the reaction yield, written as a fraction of the theoretical maximum amount of product (1.0 means a 100% yield; for example, 0.34 means a 34% yield). The reactants are [F:1][C:2]1[C:3]([NH:25][C:26]2[CH:31]=[CH:30][C:29]([I:32])=[CH:28][C:27]=2[F:33])=[C:4]([CH:12]=[C:13](/[CH:16]=[N:17]/[O:18][CH2:19][CH2:20][C:21](=[O:24])NC)[C:14]=1[F:15])[C:5]([NH:7][O:8][CH2:9][CH2:10][OH:11])=[O:6].ClC(Cl)C(O)=O. The catalyst is ClCCl. The product is [F:1][C:2]1[C:3]([NH:25][C:26]2[CH:31]=[CH:30][C:29]([I:32])=[CH:28][C:27]=2[F:33])=[C:4]([CH:12]=[C:13]([CH2:16][N:17]2[C:21](=[O:24])[CH2:20][CH2:19][O:18]2)[C:14]=1[F:15])[C:5]([NH:7][O:8][CH2:9][CH2:10][OH:11])=[O:6]. The yield is 0.900.